Dataset: Reaction yield outcomes from USPTO patents with 853,638 reactions. Task: Predict the reaction yield, written as a fraction of the theoretical maximum amount of product (1.0 means a 100% yield; for example, 0.34 means a 34% yield). (1) The yield is 0.850. The product is [N+:1]([C:4]1[CH:9]=[CH:8][C:7]([C:16]2[CH2:17][CH2:18][S:13][CH2:14][CH:15]=2)=[CH:6][CH:5]=1)([O-:3])=[O:2]. The catalyst is O1CCOCC1.C1C=CC([P]([Pd]([P](C2C=CC=CC=2)(C2C=CC=CC=2)C2C=CC=CC=2)([P](C2C=CC=CC=2)(C2C=CC=CC=2)C2C=CC=CC=2)[P](C2C=CC=CC=2)(C2C=CC=CC=2)C2C=CC=CC=2)(C2C=CC=CC=2)C2C=CC=CC=2)=CC=1.CCOC(C)=O. The reactants are [N+:1]([C:4]1[CH:9]=[CH:8][C:7](B(O)O)=[CH:6][CH:5]=1)([O-:3])=[O:2].[S:13]1[CH2:18][CH:17]=[C:16](OS(C(F)(F)F)(=O)=O)[CH2:15][CH2:14]1.[Cl-].[Li+].C([O-])([O-])=O.[Na+].[Na+]. (2) The reactants are Cl[CH2:2][C:3]1[CH:4]=[C:5]([CH:11]=[CH:12][CH:13]=1)[C:6]([O:8][CH2:9][CH3:10])=[O:7].C(OP(OCC)OCC)C.[H-].[Na+].[CH3:26][O:27][CH2:28][O:29][C:30]1[C:37]([CH3:38])=[CH:36][C:33]([CH:34]=O)=[CH:32][C:31]=1[CH3:39]. The catalyst is CN(C=O)C.C(OCC)(=O)C. The product is [CH3:26][O:27][CH2:28][O:29][C:30]1[C:37]([CH3:38])=[CH:36][C:33](/[CH:34]=[CH:2]/[C:3]2[CH:4]=[C:5]([CH:11]=[CH:12][CH:13]=2)[C:6]([O:8][CH2:9][CH3:10])=[O:7])=[CH:32][C:31]=1[CH3:39]. The yield is 0.710. (3) The yield is 0.990. The reactants are [NH2:1][C:2]1[CH:19]=[CH:18][CH:17]=[CH:16][C:3]=1[C:4]([NH:6][CH:7](C1C=CC(Cl)=CC=1)C)=[O:5].ClC(OC(Cl)(Cl)Cl)=[O:22].[OH-].[Na+]. The product is [NH:1]1[C:2]2[C:3](=[CH:16][CH:17]=[CH:18][CH:19]=2)[C:4](=[O:5])[NH:6][C:7]1=[O:22]. The catalyst is C1COCC1. (4) The reactants are C(=O)([O-])[O-].[K+].[K+].[CH3:7][O:8][C:9]1[C:14]([N+:15]([O-:17])=[O:16])=[CH:13][CH:12]=[C:11]([C:18]#[C:19][Si](C)(C)C)[N:10]=1. The catalyst is CO. The product is [C:18]([C:11]1[N:10]=[C:9]([O:8][CH3:7])[C:14]([N+:15]([O-:17])=[O:16])=[CH:13][CH:12]=1)#[CH:19]. The yield is 0.940. (5) The reactants are [CH2:1]([O:8][C:9](=[O:19])[NH:10][C:11]1[CH:16]=[CH:15][C:14]([F:17])=[CH:13][C:12]=1[F:18])[C:2]1[CH:7]=[CH:6][CH:5]=[CH:4][CH:3]=1.C([Li])CCC.CN(C)[CH:27]=[O:28].O. The catalyst is O1CCCC1. The product is [CH2:1]([O:8][C:9](=[O:19])[NH:10][C:11]1[CH:16]=[CH:15][C:14]([F:17])=[C:13]([CH:27]=[O:28])[C:12]=1[F:18])[C:2]1[CH:3]=[CH:4][CH:5]=[CH:6][CH:7]=1. The yield is 0.710. (6) The reactants are [CH3:1][O:2][C:3]1[CH:4]=[C:5]([CH:11]([OH:14])[C:12]#N)[CH:6]=[CH:7][C:8]=1[O:9][CH3:10].Cl.[O:16]1CCOC[CH2:17]1.CC[O:24]CC. The catalyst is CO. The product is [CH3:1][O:2][C:3]1[CH:4]=[C:5]([CH:11]([OH:14])[C:12]([O:16][CH3:17])=[O:24])[CH:6]=[CH:7][C:8]=1[O:9][CH3:10]. The yield is 0.920. (7) The reactants are [Br:1][C:2]1[CH:3]=[C:4]([CH:6]=[CH:7][CH:8]=1)[NH2:5].[F:9][B-:10]([F:13])([F:12])[F:11].[Li+].[N:15]([O-])=O.[Na+]. The catalyst is Cl.O. The product is [F:9][B-:10]([F:13])([F:12])[F:11].[Br:1][C:2]1[CH:3]=[C:4]([N+:5]#[N:15])[CH:6]=[CH:7][CH:8]=1. The yield is 0.930. (8) The reactants are [CH:1]([O:14][C:15]1[C:24]2[N:23]=[CH:22][CH:21]=[N:20][C:19]=2[C:18]([O:25][CH3:26])=[C:17]2[C:27](=[O:39])[N:28]([CH2:31][C:32]3[CH:37]=[CH:36][C:35]([F:38])=[CH:34][CH:33]=3)[C:29](=[O:30])[C:16]=12)([C:8]1[CH:13]=[CH:12][CH:11]=[CH:10][CH:9]=1)[C:2]1[CH:7]=[CH:6][CH:5]=[CH:4][CH:3]=1.CO.[BH4-].[Na+]. The catalyst is C(Cl)Cl. The product is [CH:1]([O:14][C:15]1[C:24]2[N:23]=[CH:22][CH:21]=[N:20][C:19]=2[C:18]([O:25][CH3:26])=[C:17]2[CH:27]([OH:39])[N:28]([CH2:31][C:32]3[CH:37]=[CH:36][C:35]([F:38])=[CH:34][CH:33]=3)[C:29](=[O:30])[C:16]=12)([C:8]1[CH:9]=[CH:10][CH:11]=[CH:12][CH:13]=1)[C:2]1[CH:7]=[CH:6][CH:5]=[CH:4][CH:3]=1. The yield is 0.340. (9) The reactants are [CH3:1][C:2]1[C:3]([NH:11][C:12]2[CH:13]=[N:14][C:15]([CH3:18])=[CH:16][CH:17]=2)=[N:4][CH:5]=[C:6]([CH:10]=1)[C:7]([OH:9])=O.[CH:19]1[CH:20]=[CH:21]C2N(O)N=[N:25][C:23]=2[CH:24]=1.CN1CCOCC1.C(Cl)CCl.N1CCCCC1. The catalyst is CN(C=O)C. The product is [CH3:1][C:2]1[CH:10]=[C:6]([C:7]([N:25]2[CH2:21][CH2:20][CH2:19][CH2:24][CH2:23]2)=[O:9])[CH:5]=[N:4][C:3]=1[NH:11][C:12]1[CH:13]=[N:14][C:15]([CH3:18])=[CH:16][CH:17]=1. The yield is 0.180. (10) The reactants are Cl.Br[C:3]1[CH:8]=[CH:7][N:6]=[CH:5][CH:4]=1.[C:9]([N:12]1[C:21]2[C:16](=[CH:17][C:18]([C:22]3[CH:27]=[CH:26][C:25]([CH2:28][N:29]4[CH2:34][CH2:33][CH2:32][CH2:31][CH2:30]4)=[CH:24][CH:23]=3)=[CH:19][CH:20]=2)[C@H:15]([NH2:35])[CH2:14][C@@H:13]1[CH3:36])(=[O:11])[CH3:10].C1C=CC(P(C2C(C3C(P(C4C=CC=CC=4)C4C=CC=CC=4)=CC=C4C=3C=CC=C4)=C3C(C=CC=C3)=CC=2)C2C=CC=CC=2)=CC=1.CC(C)([O-])C.[Na+].BrC1C=CC=CN=1. The catalyst is C1C=CC(/C=C/C(/C=C/C2C=CC=CC=2)=O)=CC=1.C1C=CC(/C=C/C(/C=C/C2C=CC=CC=2)=O)=CC=1.C1C=CC(/C=C/C(/C=C/C2C=CC=CC=2)=O)=CC=1.[Pd].[Pd].C1(C)C=CC=CC=1. The product is [C:9]([N:12]1[C:21]2[C:16](=[CH:17][C:18]([C:22]3[CH:27]=[CH:26][C:25]([CH2:28][N:29]4[CH2:34][CH2:33][CH2:32][CH2:31][CH2:30]4)=[CH:24][CH:23]=3)=[CH:19][CH:20]=2)[C@H:15]([NH:35][C:3]2[CH:8]=[CH:7][N:6]=[CH:5][CH:4]=2)[CH2:14][C@@H:13]1[CH3:36])(=[O:11])[CH3:10]. The yield is 0.139.